From a dataset of Reaction yield outcomes from USPTO patents with 853,638 reactions. Predict the reaction yield, written as a fraction of the theoretical maximum amount of product (1.0 means a 100% yield; for example, 0.34 means a 34% yield). (1) The reactants are [CH3:1][C:2]1[C:3]([C:11]2[S:15][C:14]([C:16]([OH:18])=O)=[CH:13][CH:12]=2)=[N:4][O:5][C:6]=1[C:7]([F:10])([F:9])[F:8].Cl.[OH:20][C@@H:21]1[CH2:26][CH2:25][CH2:24][NH:23][CH2:22]1.C1COCC1.N1CCCCC1. The catalyst is C(N(CC)CC)C. The product is [OH:20][C@@H:21]1[CH2:26][CH2:25][CH2:24][N:23]([C:16]([C:14]2[S:15][C:11]([C:3]3[C:2]([CH3:1])=[C:6]([C:7]([F:8])([F:9])[F:10])[O:5][N:4]=3)=[CH:12][CH:13]=2)=[O:18])[CH2:22]1. The yield is 0.450. (2) The reactants are [Br:1][C:2]1[CH:10]=[C:9]2[C:5]([CH:6]=[N:7][NH:8]2)=[C:4]([Cl:11])[CH:3]=1.O.[OH-].[Cs+].[CH3:15]I.O. The catalyst is S([O-])(O)(=O)=O.C([N+](CCCC)(CCCC)CCCC)CCC.C1COCC1. The product is [Br:1][C:2]1[CH:10]=[C:9]2[C:5]([CH:6]=[N:7][N:8]2[CH3:15])=[C:4]([Cl:11])[CH:3]=1. The yield is 0.620. (3) The catalyst is C(Cl)Cl.CO. The yield is 0.350. The product is [Br:1][C:2]1[CH:3]=[C:4]([F:17])[C:5]2[O:10][CH2:9][C:8](=[O:11])[N:7]([CH2:12][CH2:13][CH2:14][N:33]3[CH2:34][CH2:35][CH:30]([CH2:26][CH2:27][CH2:28][CH3:29])[CH2:31][CH2:32]3)[C:6]=2[CH:16]=1. The reactants are [Br:1][C:2]1[CH:3]=[C:4]([F:17])[C:5]2[O:10][CH2:9][C:8](=[O:11])[N:7]([CH2:12][CH2:13][CH2:14]Cl)[C:6]=2[CH:16]=1.C([O-])([O-])=O.[K+].[K+].[Na+].[I-].[CH2:26]([CH:30]1[CH2:35][CH2:34][NH:33][CH2:32][CH2:31]1)[CH2:27][CH2:28][CH3:29].